Dataset: Full USPTO retrosynthesis dataset with 1.9M reactions from patents (1976-2016). Task: Predict the reactants needed to synthesize the given product. Given the product [C:18]([O:17][C:15]([CH:14]1[CH:32]([C:28]2[CH:29]=[CH:30][CH:31]=[C:26]([Cl:25])[C:27]=2[F:44])[C:33]([C:36]2[CH:41]=[CH:40][C:39]([Cl:42])=[CH:38][C:37]=2[F:43])([C:34]#[N:35])[CH:12]([CH2:11][C:10]([C:9]([O:8][CH2:1][C:2]2[CH:3]=[CH:4][CH:5]=[CH:6][CH:7]=2)=[O:24])([CH3:23])[CH3:22])[NH:13]1)=[O:16])([CH3:19])([CH3:21])[CH3:20], predict the reactants needed to synthesize it. The reactants are: [CH2:1]([O:8][C:9](=[O:24])[C:10]([CH3:23])([CH3:22])[CH2:11]/[CH:12]=[N:13]/[CH2:14][C:15]([O:17][C:18]([CH3:21])([CH3:20])[CH3:19])=[O:16])[C:2]1[CH:7]=[CH:6][CH:5]=[CH:4][CH:3]=1.[Cl:25][C:26]1[C:27]([F:44])=[C:28](/[CH:32]=[C:33](/[C:36]2[CH:41]=[CH:40][C:39]([Cl:42])=[CH:38][C:37]=2[F:43])\[C:34]#[N:35])[CH:29]=[CH:30][CH:31]=1.C(N(CC)CC)C.C1CCN2C(=NCCC2)CC1.